This data is from Peptide-MHC class I binding affinity with 185,985 pairs from IEDB/IMGT. The task is: Regression. Given a peptide amino acid sequence and an MHC pseudo amino acid sequence, predict their binding affinity value. This is MHC class I binding data. (1) The peptide sequence is YQAENSTAE. The MHC is HLA-B39:01 with pseudo-sequence HLA-B39:01. The binding affinity (normalized) is 0.0847. (2) The peptide sequence is APGFNTTPA. The MHC is HLA-B07:02 with pseudo-sequence HLA-B07:02. The binding affinity (normalized) is 0.763. (3) The peptide sequence is VVKDDPDHYK. The MHC is HLA-A68:01 with pseudo-sequence HLA-A68:01. The binding affinity (normalized) is 0. (4) The peptide sequence is KRWIIMGLNK. The MHC is HLA-B58:01 with pseudo-sequence HLA-B58:01. The binding affinity (normalized) is 0. (5) The peptide sequence is FSLESDSIK. The MHC is HLA-A33:01 with pseudo-sequence HLA-A33:01. The binding affinity (normalized) is 0.288. (6) The peptide sequence is MFVSNRWFL. The MHC is HLA-A23:01 with pseudo-sequence HLA-A23:01. The binding affinity (normalized) is 0.936.